From a dataset of Peptide-MHC class II binding affinity with 134,281 pairs from IEDB. Regression. Given a peptide amino acid sequence and an MHC pseudo amino acid sequence, predict their binding affinity value. This is MHC class II binding data. The peptide sequence is TNMITLLVKLALITV. The MHC is DRB1_1501 with pseudo-sequence DRB1_1501. The binding affinity (normalized) is 0.578.